This data is from NCI-60 drug combinations with 297,098 pairs across 59 cell lines. The task is: Regression. Given two drug SMILES strings and cell line genomic features, predict the synergy score measuring deviation from expected non-interaction effect. (1) Drug 1: CC1=C(C(=CC=C1)Cl)NC(=O)C2=CN=C(S2)NC3=CC(=NC(=N3)C)N4CCN(CC4)CCO. Drug 2: CN(C(=O)NC(C=O)C(C(C(CO)O)O)O)N=O. Cell line: RXF 393. Synergy scores: CSS=4.50, Synergy_ZIP=-2.29, Synergy_Bliss=-2.72, Synergy_Loewe=-14.9, Synergy_HSA=-2.97. (2) Drug 1: C1=CN(C(=O)N=C1N)C2C(C(C(O2)CO)O)O.Cl. Drug 2: COCCOC1=C(C=C2C(=C1)C(=NC=N2)NC3=CC=CC(=C3)C#C)OCCOC.Cl. Cell line: ACHN. Synergy scores: CSS=51.0, Synergy_ZIP=-5.29, Synergy_Bliss=-5.06, Synergy_Loewe=-9.13, Synergy_HSA=1.98. (3) Drug 1: CC1=C(C=C(C=C1)NC2=NC=CC(=N2)N(C)C3=CC4=NN(C(=C4C=C3)C)C)S(=O)(=O)N.Cl. Drug 2: CCCCC(=O)OCC(=O)C1(CC(C2=C(C1)C(=C3C(=C2O)C(=O)C4=C(C3=O)C=CC=C4OC)O)OC5CC(C(C(O5)C)O)NC(=O)C(F)(F)F)O. Cell line: NCIH23. Synergy scores: CSS=-0.741, Synergy_ZIP=0.0273, Synergy_Bliss=0.206, Synergy_Loewe=1.07, Synergy_HSA=0.709. (4) Drug 1: CC(CN1CC(=O)NC(=O)C1)N2CC(=O)NC(=O)C2. Drug 2: CS(=O)(=O)OCCCCOS(=O)(=O)C. Cell line: RXF 393. Synergy scores: CSS=17.3, Synergy_ZIP=-3.40, Synergy_Bliss=0.652, Synergy_Loewe=2.86, Synergy_HSA=3.22.